This data is from Catalyst prediction with 721,799 reactions and 888 catalyst types from USPTO. The task is: Predict which catalyst facilitates the given reaction. (1) Reactant: N1C2C(=CC=CC=2)C=CC=1.C([C:14]1[S:18][C:17]([C:19]2[CH:24]=[CH:23][C:22]([F:25])=[CH:21][CH:20]=2)=[C:16]([C:26]2[CH:31]=[CH:30][N:29]=[CH:28][CH:27]=2)[CH:15]=1)(O)=O. Product: [F:25][C:22]1[CH:21]=[CH:20][C:19]([C:17]2[S:18][CH:14]=[CH:15][C:16]=2[C:26]2[CH:31]=[CH:30][N:29]=[CH:28][CH:27]=2)=[CH:24][CH:23]=1. The catalyst class is: 536. (2) Reactant: [C:1]1([C@H:7]([NH:9][C:10]([N:12]2[C:15](=[O:16])[C@H:14]([S:17][C:18]3[CH:23]=[CH:22][CH:21]=[C:20]([N+:24]([O-])=O)[CH:19]=3)[C@H:13]2[C:27]([O:29][CH2:30][CH3:31])=[O:28])=[O:11])[CH3:8])[CH:6]=[CH:5][CH:4]=[CH:3][CH:2]=1.O.[Sn](Cl)(Cl)(Cl)Cl. Product: [C:1]1([C@H:7]([NH:9][C:10]([N:12]2[C:15](=[O:16])[C@H:14]([S:17][C:18]3[CH:23]=[CH:22][CH:21]=[C:20]([NH2:24])[CH:19]=3)[C@H:13]2[C:27]([O:29][CH2:30][CH3:31])=[O:28])=[O:11])[CH3:8])[CH:2]=[CH:3][CH:4]=[CH:5][CH:6]=1. The catalyst class is: 13. (3) Reactant: C([O:8][C:9]1[C:10]2[CH:31]=[CH:30][CH:29]=[CH:28][C:11]=2[C:12]2[C@H:13]([CH2:26][Cl:27])[CH2:14][N:15]([C:18](=[O:25])[CH2:19][CH2:20][CH2:21][C:22]([OH:24])=[O:23])[C:16]=2[CH:17]=1)C1C=CC=CC=1.C([O-])=O.[NH4+]. Product: [Cl:27][CH2:26][C@H:13]1[C:12]2[C:11]3[CH:28]=[CH:29][CH:30]=[CH:31][C:10]=3[C:9]([OH:8])=[CH:17][C:16]=2[N:15]([C:18](=[O:25])[CH2:19][CH2:20][CH2:21][C:22]([OH:24])=[O:23])[CH2:14]1. The catalyst class is: 123. (4) Reactant: [F:1][C:2]([F:21])([C:17]([F:20])([F:19])[F:18])[CH2:3][CH2:4][CH2:5][CH:6]([C:12]([O:14][CH2:15][CH3:16])=[O:13])[C:7]([O:9][CH2:10][CH3:11])=[O:8].[H-].[Na+].Br[CH2:25][CH2:26][CH2:27][CH2:28][CH:29]=[CH2:30].O. Product: [CH2:30]([C:6]([CH2:5][CH2:4][CH2:3][C:2]([F:21])([F:1])[C:17]([F:18])([F:19])[F:20])([C:7]([O:9][CH2:10][CH3:11])=[O:8])[C:12]([O:14][CH2:15][CH3:16])=[O:13])[CH2:29][CH2:28][CH2:27][CH:26]=[CH2:25]. The catalyst class is: 16. (5) Reactant: [CH3:1][O:2][C:3]([C:5]1[CH:9]=[C:8]([CH3:10])[O:7][N:6]=1)=[O:4].BrN1C(=O)CCC1=O.C(OOC(=O)C1C=CC=CC=1)(=O)C1C=CC=CC=1.[NH:37]1[CH2:42][CH2:41][O:40][CH2:39][CH2:38]1. Product: [CH3:1][O:2][C:3]([C:5]1[CH:9]=[C:8]([CH2:10][N:37]2[CH2:42][CH2:41][O:40][CH2:39][CH2:38]2)[O:7][N:6]=1)=[O:4]. The catalyst class is: 22. (6) Reactant: [O:1]=[S:2]1(=[O:30])[C:7]2[CH:8]=[CH:9][CH:10]=[CH:11][C:6]=2[NH:5][C:4](=[O:12])[N:3]1[C:13]1[N:18]=[C:17]([CH2:19][NH:20][C:21](=[O:27])[O:22][C:23]([CH3:26])([CH3:25])[CH3:24])[C:16]([O:28][CH3:29])=[CH:15][CH:14]=1.[F:31][C:32]1[CH:39]=[C:38]([O:40][CH3:41])[CH:37]=[C:36]([F:42])[C:33]=1[CH2:34]Br.C([O-])([O-])=O.[K+].[K+].COC1C(C)=CC(N2C(=O)N(CC3C(F)=CC(F)=CC=3F)C3C=CC=CC=3S2(=O)=O)=CC=1C. Product: [F:31][C:32]1[CH:39]=[C:38]([O:40][CH3:41])[CH:37]=[C:36]([F:42])[C:33]=1[CH2:34][N:5]1[C:6]2[CH:11]=[CH:10][CH:9]=[CH:8][C:7]=2[S:2](=[O:1])(=[O:30])[N:3]([C:13]2[N:18]=[C:17]([CH2:19][NH:20][C:21](=[O:27])[O:22][C:23]([CH3:25])([CH3:26])[CH3:24])[C:16]([O:28][CH3:29])=[CH:15][CH:14]=2)[C:4]1=[O:12]. The catalyst class is: 3. (7) Reactant: [Br:1][C:2]1[CH:3]=[N+:4]([O-])[CH:5]=[C:6]2[C:11]=1[N:10]=[C:9]([C:12]([N:14]1[CH2:18][CH2:17][C:16]([F:20])([F:19])[CH2:15]1)=[O:13])[CH:8]=[CH:7]2.[N:22]1C=CC=CC=1.C1(C)C=CC(S(Cl)(=O)=O)=CC=1.C(CN)O. Product: [NH2:22][C:5]1[N:4]=[CH:3][C:2]([Br:1])=[C:11]2[C:6]=1[CH:7]=[CH:8][C:9]([C:12]([N:14]1[CH2:18][CH2:17][C:16]([F:20])([F:19])[CH2:15]1)=[O:13])=[N:10]2. The catalyst class is: 238.